Dataset: Peptide-MHC class II binding affinity with 134,281 pairs from IEDB. Task: Regression. Given a peptide amino acid sequence and an MHC pseudo amino acid sequence, predict their binding affinity value. This is MHC class II binding data. (1) The peptide sequence is GELQIVDKIDASFKI. The MHC is DRB4_0101 with pseudo-sequence DRB4_0103. The binding affinity (normalized) is 0.803. (2) The peptide sequence is MLKYDENGTITDAVD. The MHC is DRB1_0101 with pseudo-sequence DRB1_0101. The binding affinity (normalized) is 0.376. (3) The binding affinity (normalized) is 0.999. The peptide sequence is GSLIVNPSLNGFLSK. The MHC is DRB1_0101 with pseudo-sequence DRB1_0101. (4) The peptide sequence is GRKNGSFIIDGKSRK. The MHC is DRB3_0301 with pseudo-sequence DRB3_0301. The binding affinity (normalized) is 0.300.